From a dataset of Forward reaction prediction with 1.9M reactions from USPTO patents (1976-2016). Predict the product of the given reaction. (1) The product is: [C:42]([O:41][C:39]([NH:38][C:29]([N:25]1[CH2:24][CH2:23][C:22]2[C:27](=[CH:28][C:19]([O:18][CH2:17][CH:14]3[CH2:13][CH2:12][N:11]([CH2:10][C:9]([OH:46])=[O:8])[CH2:16][CH2:15]3)=[CH:20][CH:21]=2)[CH2:26]1)=[N:30][C:31]([O:33][C:34]([CH3:36])([CH3:35])[CH3:37])=[O:32])=[O:40])([CH3:43])([CH3:44])[CH3:45]. Given the reactants C([O:8][C:9](=[O:46])[CH2:10][N:11]1[CH2:16][CH2:15][CH:14]([CH2:17][O:18][C:19]2[CH:28]=[C:27]3[C:22]([CH2:23][CH2:24][N:25]([C:29](=[N:38][C:39]([O:41][C:42]([CH3:45])([CH3:44])[CH3:43])=[O:40])[NH:30][C:31]([O:33][C:34]([CH3:37])([CH3:36])[CH3:35])=[O:32])[CH2:26]3)=[CH:21][CH:20]=2)[CH2:13][CH2:12]1)C1C=CC=CC=1, predict the reaction product. (2) Given the reactants [F:1][C:2]1[CH:7]=[CH:6][C:5]([C:8]2[CH:17]=[C:16]([O:18]C)[C:15]3[N:14]=[CH:13][N:12](COCC[Si](C)(C)C)[C:11](=[O:28])[C:10]=3[C:9]=2[C:29]#[N:30])=[CH:4][CH:3]=1.B(Br)(Br)Br, predict the reaction product. The product is: [F:1][C:2]1[CH:3]=[CH:4][C:5]([C:8]2[CH:17]=[C:16]([OH:18])[C:15]3[N:14]=[CH:13][NH:12][C:11](=[O:28])[C:10]=3[C:9]=2[C:29]#[N:30])=[CH:6][CH:7]=1. (3) Given the reactants [NH2:1][C:2]1[CH:7]=[CH:6][C:5]([OH:8])=[CH:4][CH:3]=1.CCN(CC)CC.[C:16](O[C:16]([O:18][C:19]([CH3:22])([CH3:21])[CH3:20])=[O:17])([O:18][C:19]([CH3:22])([CH3:21])[CH3:20])=[O:17].O, predict the reaction product. The product is: [OH:8][C:5]1[CH:6]=[CH:7][C:2]([NH:1][C:16](=[O:17])[O:18][C:19]([CH3:22])([CH3:21])[CH3:20])=[CH:3][CH:4]=1. (4) Given the reactants [C:1]([CH:3]([C:9]1([CH3:19])[CH2:14][C:13]([CH3:16])([CH3:15])[CH2:12][C:11]([CH3:18])([CH3:17])[CH2:10]1)[C:4]([O:6][CH2:7][CH3:8])=[O:5])#[N:2].[H-].[Na+].[CH2:22](Br)[CH:23]=[CH2:24].O, predict the reaction product. The product is: [C:1]([C:3]([C:9]1([CH3:19])[CH2:14][C:13]([CH3:16])([CH3:15])[CH2:12][C:11]([CH3:18])([CH3:17])[CH2:10]1)([CH2:24][CH:23]=[CH2:22])[C:4]([O:6][CH2:7][CH3:8])=[O:5])#[N:2]. (5) Given the reactants [CH3:1][N:2]1[CH2:7][CH2:6][C:5]([CH2:15][NH2:16])([C:8]2[CH:13]=[CH:12][C:11]([F:14])=[CH:10][CH:9]=2)[CH2:4][CH2:3]1.[Cl:17][C:18]1[C:27]2[C:22](=[CH:23][CH:24]=[CH:25][CH:26]=2)[C:21]([C:28](Cl)=[O:29])=[CH:20][C:19]=1[O:31][CH3:32], predict the reaction product. The product is: [CH3:1][N:2]1[CH2:7][CH2:6][C:5]([C:8]2[CH:9]=[CH:10][C:11]([F:14])=[CH:12][CH:13]=2)([CH2:15][NH:16][C:28]([C:21]2[C:22]3[C:27](=[CH:26][CH:25]=[CH:24][CH:23]=3)[C:18]([Cl:17])=[C:19]([O:31][CH3:32])[CH:20]=2)=[O:29])[CH2:4][CH2:3]1. (6) Given the reactants Cl.Cl.[NH2:3][C@@H:4]([CH:29]1[CH2:34][CH2:33][O:32][CH2:31][CH2:30]1)[C:5]([N:7]1[C@H:12]([C:13]([NH:15][C@H:16]2[C:25]3[C:20](=[CH:21][CH:22]=[CH:23][CH:24]=3)[O:19][CH2:18][CH2:17]2)=[O:14])[CH2:11][N:10]2[CH2:26][CH2:27][CH2:28][C@@H:9]2[CH2:8]1)=[O:6].[C:35]([O:39][C:40]([N:42]([CH3:48])[C@H:43]([C:45](O)=[O:46])[CH3:44])=[O:41])([CH3:38])([CH3:37])[CH3:36].F[P-](F)(F)(F)(F)F.N1(OC(N(C)C)=[N+](C)C)C2N=CC=CC=2N=N1.C(N(CC)C(C)C)(C)C, predict the reaction product. The product is: [C:35]([O:39][C:40](=[O:41])[N:42]([C@@H:43]([CH3:44])[C:45]([NH:3][C@@H:4]([CH:29]1[CH2:30][CH2:31][O:32][CH2:33][CH2:34]1)[C:5]([N:7]1[C@H:12]([C:13](=[O:14])[NH:15][C@H:16]2[C:25]3[C:20](=[CH:21][CH:22]=[CH:23][CH:24]=3)[O:19][CH2:18][CH2:17]2)[CH2:11][N:10]2[CH2:26][CH2:27][CH2:28][C@@H:9]2[CH2:8]1)=[O:6])=[O:46])[CH3:48])([CH3:38])([CH3:36])[CH3:37]. (7) Given the reactants [NH2:1][C:2]1[C:11]2[N:10]=[CH:9][C:8]([CH2:12][CH2:13][C:14]3[CH:19]=[CH:18][C:17]([CH2:20][CH2:21][C:22]([O:24][CH2:25][CH3:26])=[O:23])=[CH:16][C:15]=3[CH3:27])=[CH:7][C:6]=2[C:5]2[CH:28]=[CH:29][C:30]([CH3:32])=[CH:31][C:4]=2[N:3]=1.Cl, predict the reaction product. The product is: [NH2:1][C:2]1[C:11]2[N:10]=[CH:9][C:8]([CH2:12][CH2:13][C:14]3[CH:19]=[CH:18][C:17](/[CH:20]=[CH:21]/[C:22]([O:24][CH2:25][CH3:26])=[O:23])=[CH:16][C:15]=3[CH3:27])=[CH:7][C:6]=2[C:5]2[CH:28]=[CH:29][C:30]([CH3:32])=[CH:31][C:4]=2[N:3]=1.